From a dataset of Catalyst prediction with 721,799 reactions and 888 catalyst types from USPTO. Predict which catalyst facilitates the given reaction. (1) Reactant: Br[C:2]1[C:14](=[O:15])[N:13]([CH:16]2[CH2:20][CH2:19][CH2:18][CH2:17]2)[C:5]2[N:6]=[C:7]([NH:11][CH3:12])[N:8]=[C:9]([CH3:10])[C:4]=2[CH:3]=1.[CH:21]([O:23]CCCC)=[CH2:22].C1(N(C)C2CCCCC2)CCCCC1.F[B-](F)(F)F.C([PH+](C(C)(C)C)C(C)(C)C)(C)(C)C.[Cl-].[Li+].O.C1(C)C=CC(S(O)(=O)=O)=CC=1.C(OC=C)=C. Product: [CH:16]1([N:13]2[C:5]3[N:6]=[C:7]([NH:11][CH3:12])[N:8]=[C:9]([CH3:10])[C:4]=3[CH:3]=[C:2](/[CH:22]=[CH:21]/[OH:23])[C:14]2=[O:15])[CH2:20][CH2:19][CH2:18][CH2:17]1. The catalyst class is: 102. (2) Product: [C:1]([O:5][C:6]([N:8]1[CH2:13][CH2:12][CH:11]([O:14][C:15]2[N:16]=[N:17][C:18]([CH2:35][CH2:36][CH2:37][CH3:38])=[C:19]([C:21]3[CH:26]=[CH:25][C:24]([O:27][CH:28]4[CH2:33][CH2:32][CH2:31][CH2:30][CH2:29]4)=[C:23]([C:44]4[O:45][CH:46]=[CH:47][N:48]=4)[CH:22]=3)[CH:20]=2)[CH2:10][CH2:9]1)=[O:7])([CH3:4])([CH3:3])[CH3:2]. The catalyst class is: 77. Reactant: [C:1]([O:5][C:6]([N:8]1[CH2:13][CH2:12][CH:11]([O:14][C:15]2[N:16]=[N:17][C:18]([CH2:35][CH2:36][CH2:37][CH3:38])=[C:19]([C:21]3[CH:26]=[CH:25][C:24]([O:27][CH:28]4[CH2:33][CH2:32][CH2:31][CH2:30][CH2:29]4)=[C:23](Br)[CH:22]=3)[CH:20]=2)[CH2:10][CH2:9]1)=[O:7])([CH3:4])([CH3:3])[CH3:2].C([Sn](CCCC)(CCCC)[C:44]1[O:45][CH:46]=[CH:47][N:48]=1)CCC.[F-].[K+]. (3) Reactant: [N:1]1[CH:6]=[CH:5][CH:4]=[CH:3][C:2]=1/[CH:7]=[CH:8]/[C:9]([O:11][C:12]([CH3:15])([CH3:14])[CH3:13])=[O:10].C([O-])=O.[NH4+].C(OCC)(=O)C. Product: [N:1]1[CH:6]=[CH:5][CH:4]=[CH:3][C:2]=1[CH2:7][CH2:8][C:9]([O:11][C:12]([CH3:15])([CH3:14])[CH3:13])=[O:10]. The catalyst class is: 40.